From a dataset of Peptide-MHC class I binding affinity with 185,985 pairs from IEDB/IMGT. Regression. Given a peptide amino acid sequence and an MHC pseudo amino acid sequence, predict their binding affinity value. This is MHC class I binding data. The peptide sequence is TIWAANAGV. The MHC is HLA-A02:06 with pseudo-sequence HLA-A02:06. The binding affinity (normalized) is 0.716.